From a dataset of Reaction yield outcomes from USPTO patents with 853,638 reactions. Predict the reaction yield, written as a fraction of the theoretical maximum amount of product (1.0 means a 100% yield; for example, 0.34 means a 34% yield). (1) The reactants are [OH:1][C:2]1[C:9]([N+:10]([O-:12])=[O:11])=[CH:8][C:5]([CH:6]=O)=[CH:4][C:3]=1[O:13][CH2:14][CH2:15][OH:16].[C:17]1([C:23](=O)[CH2:24][C:25]2[CH:30]=[CH:29][CH:28]=[CH:27][CH:26]=2)[CH:22]=[CH:21][CH:20]=[CH:19][CH:18]=1.[NH2:32][C:33]([NH2:35])=[O:34].Cl. The catalyst is C(O)C. The product is [OH:1][C:2]1[C:9]([N+:10]([O-:12])=[O:11])=[CH:8][C:5]([CH:6]2[C:24]([C:25]3[CH:30]=[CH:29][CH:28]=[CH:27][CH:26]=3)=[C:23]([C:17]3[CH:22]=[CH:21][CH:20]=[CH:19][CH:18]=3)[NH:35][C:33](=[O:34])[NH:32]2)=[CH:4][C:3]=1[O:13][CH2:14][CH2:15][OH:16]. The yield is 0.237. (2) The reactants are [F:1][CH:2]([F:32])[C:3]1[N:7]([C:8]2[N:13]=[C:12]([N:14]3[CH2:19][CH2:18][O:17][CH2:16][CH2:15]3)[N:11]=[C:10]([N:20]3[CH2:25][CH2:24][NH:23][CH2:22][CH2:21]3)[N:9]=2)[C:6]2[CH:26]=[CH:27][CH:28]=[C:29]([O:30][CH3:31])[C:5]=2[N:4]=1.Cl.Cl.N1([S:41]([CH2:44][CH2:45][CH2:46][N:47]2[CH2:52][CH2:51][O:50][CH2:49][CH2:48]2)(=[O:43])=[O:42])CCNCC1.CCN(C(C)C)C(C)C. The catalyst is C1COCC1. The product is [F:32][CH:2]([F:1])[C:3]1[N:7]([C:8]2[N:13]=[C:12]([N:14]3[CH2:15][CH2:16][O:17][CH2:18][CH2:19]3)[N:11]=[C:10]([N:20]3[CH2:25][CH2:24][N:23]([S:41]([CH2:44][CH2:45][CH2:46][N:47]4[CH2:52][CH2:51][O:50][CH2:49][CH2:48]4)(=[O:43])=[O:42])[CH2:22][CH2:21]3)[N:9]=2)[C:6]2[CH:26]=[CH:27][CH:28]=[C:29]([O:30][CH3:31])[C:5]=2[N:4]=1. The yield is 0.780.